This data is from Full USPTO retrosynthesis dataset with 1.9M reactions from patents (1976-2016). The task is: Predict the reactants needed to synthesize the given product. (1) Given the product [CH3:2][C:3]1([CH3:9])[CH2:4][N:5]2[C:18](=[O:19])[CH:17]=[C:16]([C:13]3[CH:14]=[CH:15][N:10]=[CH:11][CH:12]=3)[N:8]=[C:6]2[NH:7]1, predict the reactants needed to synthesize it. The reactants are: Br.[CH3:2][C:3]1([CH3:9])[NH:7][C:6]([NH2:8])=[N:5][CH2:4]1.[N:10]1[CH:15]=[CH:14][C:13]([C:16](=O)[CH2:17][C:18](OCC)=[O:19])=[CH:12][CH:11]=1.C(=O)([O-])[O-].[K+].[K+]. (2) The reactants are: [CH3:1][C:2]1[C:3]([CH2:14][S:15][C:16]2[N:20]([CH:21]3[CH2:25][O:24][C:23](=[O:26])[O:22]3)[C:19]3[CH:27]=[CH:28][CH:29]=[CH:30][C:18]=3[N:17]=2)=[N:4][CH:5]=[CH:6][C:7]=1[O:8][CH2:9][C:10]([F:13])([F:12])[F:11].ClC1C=C(C=CC=1)C(OO)=[O:36]. Given the product [CH3:1][C:2]1[C:3]([CH2:14][S:15]([C:16]2[N:20]([CH:21]3[CH2:25][O:24][C:23](=[O:26])[O:22]3)[C:19]3[CH:27]=[CH:28][CH:29]=[CH:30][C:18]=3[N:17]=2)=[O:36])=[N:4][CH:5]=[CH:6][C:7]=1[O:8][CH2:9][C:10]([F:13])([F:11])[F:12], predict the reactants needed to synthesize it.